Dataset: Forward reaction prediction with 1.9M reactions from USPTO patents (1976-2016). Task: Predict the product of the given reaction. (1) Given the reactants [Cl:1][Si:2]([CH:5]([Si:13](Cl)([Cl:15])[Cl:14])[CH2:6][CH2:7][CH2:8][CH2:9][CH2:10][CH2:11][CH3:12])(Cl)[Cl:3].C[SiH](Cl)Cl, predict the reaction product. The product is: [Cl:15][SiH:13]([CH:5]([SiH:2]([Cl:1])[Cl:3])[CH2:6][CH2:7][CH2:8][CH2:9][CH2:10][CH2:11][CH3:12])[Cl:14]. (2) Given the reactants CN1C(=O)CC(=O)N(C)C1=O.C([N:15]1[CH2:20][CH:19]2[CH2:21][CH2:22][C:16]1([CH:23]([C:38]1[CH:43]=[CH:42][CH:41]=[CH:40][CH:39]=1)[NH:24][C:25](=[O:37])[C:26]1[CH:31]=[CH:30][CH:29]=[C:28]([C:32]([F:35])([F:34])[F:33])[C:27]=1[Cl:36])[CH2:17][CH2:18]2)C=C, predict the reaction product. The product is: [C:16]12([CH:23]([C:38]3[CH:39]=[CH:40][CH:41]=[CH:42][CH:43]=3)[NH:24][C:25](=[O:37])[C:26]3[CH:31]=[CH:30][CH:29]=[C:28]([C:32]([F:34])([F:35])[F:33])[C:27]=3[Cl:36])[CH2:17][CH2:18][CH:19]([CH2:21][CH2:22]1)[CH2:20][NH:15]2. (3) Given the reactants [CH:1]1([OH:7])[CH2:6][CH2:5][CH2:4][CH:3]=[CH:2]1.[H-].[Na+].[CH:10]1[CH:15]=[CH:14][C:13]([CH2:16]Br)=[CH:12][CH:11]=1, predict the reaction product. The product is: [CH:1]1([O:7][CH2:16][C:13]2[CH:14]=[CH:15][CH:10]=[CH:11][CH:12]=2)[CH2:6][CH2:5][CH2:4][CH:3]=[CH:2]1.